From a dataset of Full USPTO retrosynthesis dataset with 1.9M reactions from patents (1976-2016). Predict the reactants needed to synthesize the given product. Given the product [N:14]1[C:15]2[C:20](=[CH:19][CH:18]=[CH:17][CH:16]=2)[C:11]([CH:8]2[CH2:7][CH2:6][C:5](=[O:4])[CH2:10][CH2:9]2)=[CH:12][CH:13]=1, predict the reactants needed to synthesize it. The reactants are: O1[C:5]2([CH2:10][CH2:9][CH:8]([C:11]3[C:20]4[C:15](=[CH:16][CH:17]=[CH:18][CH:19]=4)[NH:14][C:13](=O)[CH:12]=3)[CH2:7][CH2:6]2)[O:4]CC1.Cl.